Dataset: NCI-60 drug combinations with 297,098 pairs across 59 cell lines. Task: Regression. Given two drug SMILES strings and cell line genomic features, predict the synergy score measuring deviation from expected non-interaction effect. (1) Drug 1: CNC(=O)C1=CC=CC=C1SC2=CC3=C(C=C2)C(=NN3)C=CC4=CC=CC=N4. Drug 2: COC1=C2C(=CC3=C1OC=C3)C=CC(=O)O2. Cell line: SF-539. Synergy scores: CSS=12.2, Synergy_ZIP=5.64, Synergy_Bliss=9.31, Synergy_Loewe=-5.56, Synergy_HSA=0.368. (2) Drug 1: C1=CC=C(C(=C1)C(C2=CC=C(C=C2)Cl)C(Cl)Cl)Cl. Drug 2: CC1CCC2CC(C(=CC=CC=CC(CC(C(=O)C(C(C(=CC(C(=O)CC(OC(=O)C3CCCCN3C(=O)C(=O)C1(O2)O)C(C)CC4CCC(C(C4)OC)O)C)C)O)OC)C)C)C)OC. Cell line: SR. Synergy scores: CSS=57.3, Synergy_ZIP=21.2, Synergy_Bliss=21.2, Synergy_Loewe=-2.68, Synergy_HSA=18.7. (3) Drug 1: C1CN1P(=S)(N2CC2)N3CC3. Drug 2: C1CCC(C(C1)N)N.C(=O)(C(=O)[O-])[O-].[Pt+4]. Cell line: SW-620. Synergy scores: CSS=48.8, Synergy_ZIP=-3.21, Synergy_Bliss=-1.13, Synergy_Loewe=1.79, Synergy_HSA=4.17. (4) Drug 1: CS(=O)(=O)C1=CC(=C(C=C1)C(=O)NC2=CC(=C(C=C2)Cl)C3=CC=CC=N3)Cl. Drug 2: COC1=NC(=NC2=C1N=CN2C3C(C(C(O3)CO)O)O)N. Cell line: MCF7. Synergy scores: CSS=3.98, Synergy_ZIP=-0.196, Synergy_Bliss=3.92, Synergy_Loewe=-6.49, Synergy_HSA=0.760. (5) Drug 1: CC(C)(C#N)C1=CC=C(C=C1)N2C3=C4C=C(C=CC4=NC=C3N(C2=O)C)C5=CC6=CC=CC=C6N=C5. Drug 2: CCC1=C2CN3C(=CC4=C(C3=O)COC(=O)C4(CC)O)C2=NC5=C1C=C(C=C5)O. Cell line: SK-OV-3. Synergy scores: CSS=62.4, Synergy_ZIP=9.14, Synergy_Bliss=8.49, Synergy_Loewe=8.68, Synergy_HSA=10.6. (6) Drug 1: C1CCC(CC1)NC(=O)N(CCCl)N=O. Drug 2: C1=CC(=CC=C1CCCC(=O)O)N(CCCl)CCCl. Cell line: SK-MEL-5. Synergy scores: CSS=27.4, Synergy_ZIP=-9.65, Synergy_Bliss=-0.647, Synergy_Loewe=-5.44, Synergy_HSA=-1.97.